Dataset: Forward reaction prediction with 1.9M reactions from USPTO patents (1976-2016). Task: Predict the product of the given reaction. (1) Given the reactants [CH3:1][O:2][C:3]([C:5]1[C:14]([OH:15])=[C:13]2[C:8]([CH:9]=[CH:10][C:11](=[O:23])[N:12]2[CH2:16][C:17]2[CH:22]=[CH:21][CH:20]=[CH:19][CH:18]=2)=[C:7](I)[N:6]=1)=[O:4].[CH3:25][Sn](C)(C)C.CCOC(C)=O.Cl, predict the reaction product. The product is: [CH3:1][O:2][C:3]([C:5]1[C:14]([OH:15])=[C:13]2[C:8]([CH:9]=[CH:10][C:11](=[O:23])[N:12]2[CH2:16][C:17]2[CH:22]=[CH:21][CH:20]=[CH:19][CH:18]=2)=[C:7]([CH3:25])[N:6]=1)=[O:4]. (2) The product is: [CH3:1][O:2][C:3](=[O:18])[CH2:4][C:5]1=[N:6][N:7]([C:11]2[CH:16]=[CH:15][CH:14]=[CH:13][C:12]=2[Cl:17])[C:8](=[O:10])/[C:9]/1=[C:23](/[O:25][CH2:26][CH3:27])\[CH3:24]. Given the reactants [CH3:1][O:2][C:3](=[O:18])[CH2:4][C:5]1[CH:9]=[C:8]([OH:10])[N:7]([C:11]2[CH:16]=[CH:15][CH:14]=[CH:13][C:12]=2[Cl:17])[N:6]=1.C(O)(=O)C.[CH2:23]([O:25][C:26](OCC)(OCC)[CH3:27])[CH3:24], predict the reaction product. (3) The product is: [Br:7][C:8]1[CH:9]=[C:10]([CH:16]=[CH:17][C:18]=1[O:19][CH:20]=[CH2:21])[C:11]([O:13][CH2:14][CH3:15])=[O:12]. Given the reactants C(=O)([O-])[O-].[Na+].[Na+].[Br:7][C:8]1[CH:9]=[C:10]([CH:16]=[CH:17][C:18]=1[OH:19])[C:11]([O:13][CH2:14][CH3:15])=[O:12].[C:20](OC=C)(=O)[CH3:21], predict the reaction product. (4) Given the reactants Br[C:2]1[S:3][CH:4]=[CH:5][N:6]=1.[NH2:7][C:8]1[CH:9]=[CH:10][C:11]([CH2:15][CH3:16])=[C:12]([OH:14])[CH:13]=1.Cl, predict the reaction product. The product is: [CH2:15]([C:11]1[CH:10]=[CH:9][C:8]([NH:7][C:2]2[S:3][CH:4]=[CH:5][N:6]=2)=[CH:13][C:12]=1[OH:14])[CH3:16]. (5) Given the reactants [H-].[Na+].[C:3]([O:7][C:8]([N:10]1[CH2:14][CH2:13][C@H:12]([OH:15])[CH2:11]1)=[O:9])([CH3:6])([CH3:5])[CH3:4].[Cl:16][C:17]1[CH:22]=[C:21]([Cl:23])[N:20]=[C:19](S(C)(=O)=O)[N:18]=1.[NH4+].[Cl-], predict the reaction product. The product is: [C:3]([O:7][C:8]([N:10]1[CH2:14][CH2:13][C@H:12]([O:15][C:19]2[N:20]=[C:21]([Cl:23])[CH:22]=[C:17]([Cl:16])[N:18]=2)[CH2:11]1)=[O:9])([CH3:6])([CH3:4])[CH3:5].